Dataset: Retrosynthesis with 50K atom-mapped reactions and 10 reaction types from USPTO. Task: Predict the reactants needed to synthesize the given product. (1) Given the product CC1(C)Cc2cc(C(=O)NS(=O)(=O)C3CC3)ccc2NC1c1cccc(N2C(=O)OC[C@@H]2Cc2ccccc2)c1, predict the reactants needed to synthesize it. The reactants are: CC1(C)Cc2cc(C(=O)O)ccc2NC1c1cccc(N2C(=O)OC[C@@H]2Cc2ccccc2)c1.NS(=O)(=O)C1CC1. (2) Given the product Cc1cc(N)ccc1C(=O)N1CCOCC1, predict the reactants needed to synthesize it. The reactants are: CC(=O)Nc1ccc(C(=O)N2CCOCC2)c(C)c1. (3) Given the product Nc1ccc(S(=O)(=O)c2cc(Br)nc(N3CCNCC3)c2)cc1, predict the reactants needed to synthesize it. The reactants are: C1CNCCN1.Nc1ccc(S(=O)(=O)c2cc(Br)nc(Br)c2)cc1. (4) The reactants are: CN1[C@H](COS(C)(=O)=O)CCC12CC2.Cc1c(C(=O)Nc2ccc(Oc3ccnc4cc(O)ccc34)c(F)c2)c(=O)n(-c2ccccc2)n1C. Given the product Cc1c(C(=O)Nc2ccc(Oc3ccnc4cc(OC[C@@H]5CCC6(CC6)N5C)ccc34)c(F)c2)c(=O)n(-c2ccccc2)n1C, predict the reactants needed to synthesize it.